Dataset: Full USPTO retrosynthesis dataset with 1.9M reactions from patents (1976-2016). Task: Predict the reactants needed to synthesize the given product. Given the product [CH2:1]([O:8][C:9]1[CH:10]=[C:11]([CH:15]=[CH:16][C:17]=1[O:18][CH2:19][C:20]1[CH:25]=[CH:24][CH:23]=[CH:22][CH:21]=1)[C:12]([Cl:28])=[O:13])[C:2]1[CH:7]=[CH:6][CH:5]=[CH:4][CH:3]=1, predict the reactants needed to synthesize it. The reactants are: [CH2:1]([O:8][C:9]1[CH:10]=[C:11]([CH:15]=[CH:16][C:17]=1[O:18][CH2:19][C:20]1[CH:25]=[CH:24][CH:23]=[CH:22][CH:21]=1)[C:12](O)=[O:13])[C:2]1[CH:7]=[CH:6][CH:5]=[CH:4][CH:3]=1.S(Cl)([Cl:28])=O.